Predict which catalyst facilitates the given reaction. From a dataset of Catalyst prediction with 721,799 reactions and 888 catalyst types from USPTO. (1) Reactant: [C:1]([NH:5][C:6]([C:8]1[C:16]2[C:11](=[N:12][CH:13]=[C:14]([C:17]3[C:25]4[C:20](=[CH:21][C:22]([F:26])=[CH:23][CH:24]=4)[N:19]([CH2:27][CH2:28][N:29]([CH3:31])[CH3:30])[N:18]=3)[N:15]=2)[N:10](COCC[Si](C)(C)C)[CH:9]=1)=[O:7])([CH3:4])([CH3:3])[CH3:2].FC(F)(F)C(O)=O. Product: [C:1]([NH:5][C:6]([C:8]1[C:16]2[C:11](=[N:12][CH:13]=[C:14]([C:17]3[C:25]4[C:20](=[CH:21][C:22]([F:26])=[CH:23][CH:24]=4)[N:19]([CH2:27][CH2:28][N:29]([CH3:31])[CH3:30])[N:18]=3)[N:15]=2)[NH:10][CH:9]=1)=[O:7])([CH3:4])([CH3:3])[CH3:2]. The catalyst class is: 4. (2) Reactant: [CH3:1][O:2][C:3]1[CH:4]=[C:5]2[CH2:14][CH:13]([CH2:15][CH:16]3[CH2:21][CH2:20][N:19]([CH2:22][C:23]4[CH:24]=[CH:25][CH:26]=[CH:27][CH:28]=4)[CH2:18][CH2:17]3)[C:11](=[O:12])[C:6]2=[CH:7][C:8]=1[O:9][CH3:10].[ClH:29].C(OC(C)C)(C)C. Product: [CH3:1][O:2][C:3]1[CH:4]=[C:5]2[CH2:14][CH:13]([CH2:15][CH:16]3[CH2:17][CH2:18][N:19]([CH2:22][C:23]4[CH:28]=[CH:27][CH:26]=[CH:25][CH:24]=4)[CH2:20][CH2:21]3)[C:11](=[O:12])[C:6]2=[CH:7][C:8]=1[O:9][CH3:10].[ClH:29]. The catalyst class is: 8. (3) Reactant: [Cl:1][C:2]1[C:11]2[NH:10][C:9](=[O:12])[NH:8][C:7]3([CH2:16][CH2:15][CH2:14][CH2:13]3)[C:6]=2[C:5]([O:17][C:18]2[C:26]([F:27])=[CH:25][CH:24]=[CH:23][C:19]=2[C:20](O)=[O:21])=[CH:4][CH:3]=1.[CH3:28][S:29]([NH2:32])(=[O:31])=[O:30].[CH3:33]CN=C=NCCCN(C)C.Cl. Product: [Cl:1][C:2]1[CH:3]=[CH:4][C:5]([O:17][C:18]2[C:26]([F:27])=[CH:25][CH:24]=[CH:23][C:19]=2[C:20]([NH:32][S:29]([CH3:28])(=[O:31])=[O:30])=[O:21])=[C:6]2[C:11]=1[NH:10][C:9](=[O:12])[NH:8][C:7]12[CH2:13][CH2:14][CH2:15][CH2:33][CH2:16]1. The catalyst class is: 241. (4) Reactant: [O:1]1[CH:5]=[CH:4][C:3]([C:6]2[C:7]([O:35][CH3:36])=[C:8]([C:13]([CH2:16][S:17]([C:20]3[CH:25]=[CH:24][CH:23]=[CH:22][C:21]=3/[CH:26]=[CH:27]\[CH2:28][N:29]3[CH2:34][CH2:33][CH2:32][CH2:31][CH2:30]3)(=[O:19])=[O:18])=[CH:14][CH:15]=2)[C:9]([O:11]C)=[O:10])=[CH:2]1.O.[OH-].[Li+]. Product: [O:1]1[CH:5]=[CH:4][C:3]([C:6]2[C:7]([O:35][CH3:36])=[C:8]([C:13]([CH2:16][S:17]([C:20]3[CH:25]=[CH:24][CH:23]=[CH:22][C:21]=3/[CH:26]=[CH:27]\[CH2:28][N:29]3[CH2:34][CH2:33][CH2:32][CH2:31][CH2:30]3)(=[O:19])=[O:18])=[CH:14][CH:15]=2)[C:9]([OH:11])=[O:10])=[CH:2]1. The catalyst class is: 127. (5) Reactant: [CH3:1][C:2]1[NH:3][CH:4]=[CH:5][C:6]=1[C:7]([O:9][CH2:10][CH3:11])=[O:8].[H-].[Na+].[F:14][C:15]1[CH:22]=[CH:21][C:18]([CH2:19]Br)=[CH:17][CH:16]=1.O. Product: [F:14][C:15]1[CH:22]=[CH:21][C:18]([CH2:19][N:3]2[CH:4]=[CH:5][C:6]([C:7]([O:9][CH2:10][CH3:11])=[O:8])=[C:2]2[CH3:1])=[CH:17][CH:16]=1. The catalyst class is: 3. (6) Reactant: [C:1]([O:5][C:6](=[O:19])[C:7]([S:10][C:11]1[S:12][CH:13]=[C:14]([CH2:16][CH2:17][NH2:18])[N:15]=1)([CH3:9])[CH3:8])([CH3:4])([CH3:3])[CH3:2].[CH:20]1([CH2:26][CH2:27][CH2:28][C:29](O)=[O:30])[CH2:25][CH2:24][CH2:23][CH2:22][CH2:21]1.CN(C)CCCN=C=NCC.OC1C2N=NNC=2C=CC=1. Product: [C:1]([O:5][C:6](=[O:19])[C:7]([S:10][C:11]1[S:12][CH:13]=[C:14]([CH2:16][CH2:17][NH:18][C:29](=[O:30])[CH2:28][CH2:27][CH2:26][CH:20]2[CH2:25][CH2:24][CH2:23][CH2:22][CH2:21]2)[N:15]=1)([CH3:9])[CH3:8])([CH3:2])([CH3:4])[CH3:3]. The catalyst class is: 35.